From a dataset of Catalyst prediction with 721,799 reactions and 888 catalyst types from USPTO. Predict which catalyst facilitates the given reaction. (1) Reactant: C(OC([NH:8][C:9]1([CH3:37])[C:13]2([CH2:15][CH2:14]2)[CH2:12][N:11]([C:16]2[C:25]([O:26][CH3:27])=[C:24]3[C:19]([C:20](=[O:35])[C:21]([C:32]([OH:34])=[O:33])=[CH:22][N:23]3[C@@H:28]3[CH2:30][C@@H:29]3[F:31])=[CH:18][C:17]=2[F:36])[CH2:10]1)=O)(C)(C)C.[ClH:38]. Product: [ClH:38].[NH2:8][C:9]1([CH3:37])[C:13]2([CH2:14][CH2:15]2)[CH2:12][N:11]([C:16]2[C:25]([O:26][CH3:27])=[C:24]3[C:19]([C:20](=[O:35])[C:21]([C:32]([OH:34])=[O:33])=[CH:22][N:23]3[C@@H:28]3[CH2:30][C@@H:29]3[F:31])=[CH:18][C:17]=2[F:36])[CH2:10]1. The catalyst class is: 32. (2) Reactant: [C:1]([O-:4])(O)=O.[Na+].FC(F)(F)C(O)=O.[N:13]1([C:22]2[CH:27]=[CH:26][N:25]=[CH:24][CH:23]=2)[CH2:18][CH2:17][CH:16]([CH2:19][CH2:20][NH2:21])[CH2:15][CH2:14]1. Product: [N:21]([CH2:20][CH2:19][CH:16]1[CH2:17][CH2:18][N:13]([C:22]2[CH:27]=[CH:26][N:25]=[CH:24][CH:23]=2)[CH2:14][CH2:15]1)=[C:1]=[O:4]. The catalyst class is: 390. (3) Reactant: [Cl:1][C:2]1[CH:8]=[CH:7][C:5]([NH2:6])=[CH:4][C:3]=1[CH3:9].[C:10](Cl)(=[O:19])[CH:11]=[CH:12][C:13]1[CH:18]=[CH:17][CH:16]=[CH:15][CH:14]=1. Product: [Cl:1][C:2]1[CH:8]=[CH:7][C:5]([NH:6][C:10](=[O:19])[CH:11]=[CH:12][C:13]2[CH:18]=[CH:17][CH:16]=[CH:15][CH:14]=2)=[CH:4][C:3]=1[CH3:9]. The catalyst class is: 272. (4) Reactant: O[CH2:2][CH2:3][O:4][C:5]1[CH:6]=[CH:7][C:8]([C:21]2[NH:30][C:29](=[O:31])[C:28]3[C:23](=[CH:24][CH:25]=[CH:26][C:27]=3[O:32][CH3:33])[N:22]=2)=[N:9][C:10]=1[C:11]1[CH:16]=[CH:15][C:14]([S:17]([CH3:20])(=[O:19])=[O:18])=[CH:13][CH:12]=1.P(Br)(Br)[Br:35]. Product: [Br:35][CH2:2][CH2:3][O:4][C:5]1[CH:6]=[CH:7][C:8]([C:21]2[NH:30][C:29](=[O:31])[C:28]3[C:23](=[CH:24][CH:25]=[CH:26][C:27]=3[O:32][CH3:33])[N:22]=2)=[N:9][C:10]=1[C:11]1[CH:16]=[CH:15][C:14]([S:17]([CH3:20])(=[O:19])=[O:18])=[CH:13][CH:12]=1. The catalyst class is: 3. (5) Reactant: [F:1][C:2]([F:31])([F:30])[C:3]([C:12]1[CH:17]=[CH:16][C:15]([O:18][C:19]2[CH:24]=[CH:23][CH:22]=[C:21]([CH:25]=[CH2:26])[CH:20]=2)=[C:14]([CH2:27][CH2:28][CH3:29])[CH:13]=1)([O:8][CH2:9][O:10][CH3:11])[C:4]([F:7])([F:6])[F:5].C(=O)([O-])[OH:33].[Na+].ClC1C=CC=C(C(OO)=O)C=1.S([O-])([O-])(=O)=S.[Na+].[Na+]. Product: [F:1][C:2]([F:30])([F:31])[C:3]([C:12]1[CH:17]=[CH:16][C:15]([O:18][C:19]2[CH:20]=[C:21]([CH:25]3[CH2:26][O:33]3)[CH:22]=[CH:23][CH:24]=2)=[C:14]([CH2:27][CH2:28][CH3:29])[CH:13]=1)([O:8][CH2:9][O:10][CH3:11])[C:4]([F:6])([F:5])[F:7]. The catalyst class is: 22.